Task: Predict the product of the given reaction.. Dataset: Forward reaction prediction with 1.9M reactions from USPTO patents (1976-2016) (1) Given the reactants [CH3:1][C@H:2]([NH:5][CH2:6][CH2:7][CH2:8][NH:9][C:10](=[O:16])[O:11][C:12]([CH3:15])([CH3:14])[CH3:13])[C:3]#[CH:4].[C:17](O[C:17]([O:19][C:20]([CH3:23])([CH3:22])[CH3:21])=[O:18])([O:19][C:20]([CH3:23])([CH3:22])[CH3:21])=[O:18].C([O-])(O)=O.[Na+], predict the reaction product. The product is: [CH3:1][C@H:2]([N:5]([CH2:6][CH2:7][CH2:8][NH:9][C:10]([O:11][C:12]([CH3:15])([CH3:14])[CH3:13])=[O:16])[C:17](=[O:18])[O:19][C:20]([CH3:23])([CH3:22])[CH3:21])[C:3]#[CH:4]. (2) Given the reactants [F:1][C:2]1[C:7]([F:8])=[C:6]([F:9])[CH:5]=[CH:4][C:3]=1[S:10](Cl)(=[O:12])=[O:11].[CH3:14][N:15]1[CH2:20][CH2:19][CH:18]([C:21]2[C:29]3[C:24](=[CH:25][CH:26]=[C:27]([OH:30])[CH:28]=3)[NH:23][CH:22]=2)[CH2:17][CH2:16]1.[OH-].[Na+], predict the reaction product. The product is: [CH3:14][N:15]1[CH2:20][CH2:19][CH:18]([C:21]2[C:29]3[C:24](=[CH:25][CH:26]=[C:27]([O:30][S:10]([C:3]4[CH:4]=[CH:5][C:6]([F:9])=[C:7]([F:8])[C:2]=4[F:1])(=[O:12])=[O:11])[CH:28]=3)[NH:23][CH:22]=2)[CH2:17][CH2:16]1. (3) Given the reactants C(OC([N:11]1[CH2:20][CH2:19][C:18]2[C:13](=[CH:14][CH:15]=[CH:16][C:17]=2[NH:21][CH2:22][C:23]([N:25]([CH2:37][CH2:38][N:39]([C:41]([O:43][C:44]([CH3:47])([CH3:46])[CH3:45])=[O:42])[CH3:40])[CH2:26][C:27]2[CH:32]=[CH:31][CH:30]=[CH:29][C:28]=2[C:33]([F:36])([F:35])[F:34])=[O:24])[CH2:12]1)=O)C1C=CC=CC=1, predict the reaction product. The product is: [C:44]([O:43][C:41](=[O:42])[N:39]([CH3:40])[CH2:38][CH2:37][N:25]([C:23](=[O:24])[CH2:22][NH:21][C:17]1[CH:16]=[CH:15][CH:14]=[C:13]2[C:18]=1[CH2:19][CH2:20][NH:11][CH2:12]2)[CH2:26][C:27]1[CH:32]=[CH:31][CH:30]=[CH:29][C:28]=1[C:33]([F:35])([F:36])[F:34])([CH3:47])([CH3:46])[CH3:45]. (4) The product is: [Cl:1][C:2]1[N:3]=[C:4]([N:22]2[CH2:27][CH2:26][O:25][CH2:24][CH2:23]2)[C:5]2[CH:10]=[C:9]([CH:11]=[O:41])[S:8][C:6]=2[N:7]=1. Given the reactants [Cl:1][C:2]1[N:3]=[C:4]([N:22]2[CH2:27][CH2:26][O:25][CH2:24][CH2:23]2)[C:5]2[CH:10]=[C:9]([CH2:11]N3CCN(S(C)(=O)=O)CC3)[S:8][C:6]=2[N:7]=1.ClC1N=C(N2CC[O:41]CC2)C2C=CSC=2N=1.[Li]CCCC.CN(C=O)C, predict the reaction product.